Dataset: Reaction yield outcomes from USPTO patents with 853,638 reactions. Task: Predict the reaction yield, written as a fraction of the theoretical maximum amount of product (1.0 means a 100% yield; for example, 0.34 means a 34% yield). (1) The reactants are [F:1][C:2]1[CH:3]=[C:4]([C@@H:9]2[CH2:13][N:12]([CH2:14][CH2:15][O:16][CH3:17])[CH2:11][C@H:10]2[NH:18][C:19](=[O:38])[NH:20][C:21]2[N:25]([C:26]3[CH:31]=[CH:30][CH:29]=[CH:28][CH:27]=3)[N:24]=[C:23]([C:32]([O:34]CC)=[O:33])[C:22]=2[CH3:37])[CH:5]=[CH:6][C:7]=1[F:8].[Li+].[OH-]. The catalyst is C1COCC1.CO. The product is [F:1][C:2]1[CH:3]=[C:4]([C@@H:9]2[CH2:13][N:12]([CH2:14][CH2:15][O:16][CH3:17])[CH2:11][C@H:10]2[NH:18][C:19](=[O:38])[NH:20][C:21]2[N:25]([C:26]3[CH:27]=[CH:28][CH:29]=[CH:30][CH:31]=3)[N:24]=[C:23]([C:32]([OH:34])=[O:33])[C:22]=2[CH3:37])[CH:5]=[CH:6][C:7]=1[F:8]. The yield is 0.780. (2) The reactants are [Cl:1][C:2]1[CH:7]=[CH:6][C:5]([C:8]2[CH:17]=[N:16][CH:15]=[C:14]3[C:9]=2[CH:10]=[C:11]([C:18]([OH:20])=O)[CH:12]=[N:13]3)=[CH:4][CH:3]=1.C(Cl)(=O)C(Cl)=O.[CH3:27][O:28][CH2:29][CH2:30][NH2:31].C(N(CC)CC)C. The catalyst is ClCCl.CN(C)C=O. The product is [Cl:1][C:2]1[CH:3]=[CH:4][C:5]([C:8]2[CH:17]=[N:16][CH:15]=[C:14]3[C:9]=2[CH:10]=[C:11]([C:18]([NH:31][CH2:30][CH2:29][O:28][CH3:27])=[O:20])[CH:12]=[N:13]3)=[CH:6][CH:7]=1. The yield is 0.850. (3) The reactants are [N+:1]([C:4]1[CH:10]=[C:9]([C:11]([CH3:14])([CH3:13])[CH3:12])[CH:8]=[CH:7][C:5]=1[NH2:6])([O-:3])=[O:2].CC(O)=O.[CH2:19]([CH2:23][C:24](=O)[CH3:25])[C:20]([CH3:22])=O. The catalyst is C1CCCCC1.C(Cl)Cl. The product is [C:11]([C:9]1[CH:8]=[CH:7][C:5]([N:6]2[C:24]([CH3:25])=[CH:23][CH:19]=[C:20]2[CH3:22])=[C:4]([N+:1]([O-:3])=[O:2])[CH:10]=1)([CH3:14])([CH3:13])[CH3:12]. The yield is 0.490. (4) The reactants are [NH2:1][C:2]1[CH:11]=[C:10]([C:12]2[C:21]3[C:16](=[CH:17][C:18]([O:27][CH2:28][CH3:29])=[C:19]4[O:24][C:23]([CH3:26])([CH3:25])[CH2:22][C:20]4=3)[CH2:15][C:14]([CH3:31])([CH3:30])[N:13]=2)[CH:9]=[CH:8][C:3]=1[C:4]([O:6][CH3:7])=[O:5].[ClH:32].C(OCC)(=O)C. The catalyst is C(OCC)(=O)C. The product is [ClH:32].[NH2:1][C:2]1[CH:11]=[C:10]([C:12]2[C:21]3[C:16](=[CH:17][C:18]([O:27][CH2:28][CH3:29])=[C:19]4[O:24][C:23]([CH3:26])([CH3:25])[CH2:22][C:20]4=3)[CH2:15][C:14]([CH3:30])([CH3:31])[N:13]=2)[CH:9]=[CH:8][C:3]=1[C:4]([O:6][CH3:7])=[O:5]. The yield is 0.900. (5) The reactants are [CH2:1]([C:17]1([CH3:34])[CH2:26][CH2:25][C:24]2[C:19](=[C:20]([CH3:33])[C:21]([CH3:32])=[C:22]([O:28][CH2:29][CH2:30][OH:31])[C:23]=2[CH3:27])[O:18]1)[CH2:2][CH2:3][CH2:4][CH2:5][CH2:6][CH2:7][CH2:8][CH2:9][CH2:10][CH2:11][CH2:12][CH2:13][CH2:14][CH2:15][CH3:16].[C:35](=O)([O:44]N1C(=O)CCC1=O)[O:36][N:37]1[C:41](=[O:42])[CH2:40][CH2:39][C:38]1=[O:43].C(N(CC)CC)C.C(#N)C. The catalyst is ClCCl. The product is [CH2:1]([C:17]1([CH3:34])[CH2:26][CH2:25][C:24]2[C:19](=[C:20]([CH3:33])[C:21]([CH3:32])=[C:22]([O:28][CH2:29][CH2:30][O:31][C:35](=[O:44])[O:36][N:37]3[C:41](=[O:42])[CH2:40][CH2:39][C:38]3=[O:43])[C:23]=2[CH3:27])[O:18]1)[CH2:2][CH2:3][CH2:4][CH2:5][CH2:6][CH2:7][CH2:8][CH2:9][CH2:10][CH2:11][CH2:12][CH2:13][CH2:14][CH2:15][CH3:16]. The yield is 0.770.